From a dataset of Reaction yield outcomes from USPTO patents with 853,638 reactions. Predict the reaction yield, written as a fraction of the theoretical maximum amount of product (1.0 means a 100% yield; for example, 0.34 means a 34% yield). (1) The yield is 0.360. No catalyst specified. The product is [N:1]1[N:2]2[CH:15]=[CH:14][C:13](=[O:16])[NH:6][C:3]2=[CH:4][CH:5]=1. The reactants are [NH:1]1[CH:5]=[CH:4][C:3]([NH2:6])=[N:2]1.O1CCOCC1.[C:13](OCC)(=[O:16])[C:14]#[CH:15]. (2) The reactants are [Br:1][C:2]1[CH:3]=[C:4]([OH:19])[CH:5]=[C:6]([O:8][C:9]2[CH:14]=[CH:13][C:12]([S:15]([CH3:18])(=[O:17])=[O:16])=[CH:11][CH:10]=2)[CH:7]=1.[CH3:20][O:21][CH2:22][C@H:23](O)[CH3:24].C1(P(C2C=CC=CC=2)C2C=CC=CC=2)C=CC=CC=1.N(C(OCC)=O)=NC(OCC)=O. The catalyst is C1(C)C=CC=CC=1.C(OCC)(=O)C.O. The product is [Br:1][C:2]1[CH:7]=[C:6]([O:8][C:9]2[CH:10]=[CH:11][C:12]([S:15]([CH3:18])(=[O:16])=[O:17])=[CH:13][CH:14]=2)[CH:5]=[C:4]([O:19][C@@H:23]([CH3:24])[CH2:22][O:21][CH3:20])[CH:3]=1. The yield is 0.860. (3) The reactants are [F:1][C:2]1[CH:13]=[C:12]([CH2:14][OH:15])[C:5]2[O:6][C:7]([CH3:11])([CH3:10])[O:8][CH2:9][C:4]=2[CH:3]=1.[O-]Cl.[Na+].C([O-])(O)=O.[Na+]. The catalyst is C(Cl)Cl.O.CC1(C)N([O])C(C)(C)CCC1.[K+].[Br-]. The product is [F:1][C:2]1[CH:13]=[C:12]([CH:14]=[O:15])[C:5]2[O:6][C:7]([CH3:11])([CH3:10])[O:8][CH2:9][C:4]=2[CH:3]=1. The yield is 0.700. (4) The reactants are [CH3:1][O:2][C:3]1[CH:4]=[C:5]2[CH:11]=[CH:10][N:9]([S:12]([C:15]3[CH:20]=[CH:19][CH:18]=[CH:17][CH:16]=3)(=[O:14])=[O:13])[C:6]2=[N:7][CH:8]=1.[CH:21]([N-]C(C)C)(C)C.[Li+].C(NC(C)C)(C)C.CI. The catalyst is C1COCC1. The product is [CH3:1][O:2][C:3]1[CH:4]=[C:5]2[CH:11]=[C:10]([CH3:21])[N:9]([S:12]([C:15]3[CH:16]=[CH:17][CH:18]=[CH:19][CH:20]=3)(=[O:14])=[O:13])[C:6]2=[N:7][CH:8]=1. The yield is 0.850. (5) The reactants are [CH2:1]([NH2:9])[CH2:2][C:3]1[CH:8]=[CH:7][CH:6]=[CH:5][CH:4]=1.C(N(CC)CC)C.[CH3:17][S:18](Cl)(=[O:20])=[O:19]. The catalyst is C(Cl)Cl. The product is [CH3:17][S:18]([NH:9][CH2:1][CH2:2][C:3]1[CH:8]=[CH:7][CH:6]=[CH:5][CH:4]=1)(=[O:20])=[O:19]. The yield is 0.933.